This data is from CYP2C9 inhibition data for predicting drug metabolism from PubChem BioAssay. The task is: Regression/Classification. Given a drug SMILES string, predict its absorption, distribution, metabolism, or excretion properties. Task type varies by dataset: regression for continuous measurements (e.g., permeability, clearance, half-life) or binary classification for categorical outcomes (e.g., BBB penetration, CYP inhibition). Dataset: cyp2c9_veith. (1) The drug is COc1nc(Cl)c(Cl)c(Cl)n1.COc1nc(Cl)nc(Cl)c1Cl. The result is 0 (non-inhibitor). (2) The result is 0 (non-inhibitor). The molecule is CCN(CCO)Cc1csc2cccc(Br)c12.Cl. (3) The compound is O=C1OCCC1Sc1nc2cc(Cl)ccc2o1. The result is 0 (non-inhibitor). (4) The compound is Cc1cc(C)c(-n2c(O)c(C=NCCN3CCOCC3)c(=O)[nH]c2=O)c(C)c1. The result is 0 (non-inhibitor). (5) The drug is CCOC(=O)c1sc2nc3c(cc2c1N)COC(C)(CC)C3. The result is 1 (inhibitor). (6) The compound is C=CCn1c(SCc2ccc(C(=O)Nc3ccccc3)cc2)nnc1-c1ccccc1. The result is 1 (inhibitor). (7) The molecule is Cc1sc2ccccc2c1CC1=NCCN1. The result is 0 (non-inhibitor). (8) The molecule is CCc1cc2c(NCCO)ncnc2s1. The result is 1 (inhibitor).